From a dataset of Retrosynthesis with 50K atom-mapped reactions and 10 reaction types from USPTO. Predict the reactants needed to synthesize the given product. (1) Given the product CSc1ncc(-c2cccc3c(N)nn(C)c23)c([C@@H](N)Cc2cc(F)cc(F)c2)n1, predict the reactants needed to synthesize it. The reactants are: CSc1ncc(-c2cccc3c(N)nn(C)c23)c([C@H](Cc2cc(F)cc(F)c2)NC(=O)OC(C)(C)C)n1. (2) Given the product COc1ncccc1CN1CCCCC1CC(=O)O, predict the reactants needed to synthesize it. The reactants are: CCOC(=O)CC1CCCCN1Cc1cccnc1OC. (3) Given the product Clc1ccccc1OCCBr, predict the reactants needed to synthesize it. The reactants are: BrCCBr.Oc1ccccc1Cl. (4) Given the product COC(=O)c1ccc(S(=O)(=O)CCN)cc1, predict the reactants needed to synthesize it. The reactants are: COC(=O)c1ccc(S(=O)(=O)CCNC(=O)OC(C)(C)C)cc1. (5) Given the product CCOC(=O)N1CCC2(CC1)CC(O)(C#Cc1ccccc1)CO2, predict the reactants needed to synthesize it. The reactants are: CCOC(=O)N1CCC2(CC1)CC(=O)CO2.[Mg+]C#Cc1ccccc1.